Dataset: Reaction yield outcomes from USPTO patents with 853,638 reactions. Task: Predict the reaction yield, written as a fraction of the theoretical maximum amount of product (1.0 means a 100% yield; for example, 0.34 means a 34% yield). (1) The reactants are [N:1]([C:4]1[CH:5]=[CH:6][C:7]([CH3:10])=[N:8][CH:9]=1)=[C:2]=[O:3].C([O-])(O)=O.[Na+].[NH2:16][C:17]1[CH:18]=[C:19]([CH:35]=[CH:36][CH:37]=1)[CH2:20][CH2:21][N:22]1[CH2:27][CH2:26][N:25]([C:28]([O:30][C:31]([CH3:34])([CH3:33])[CH3:32])=[O:29])[CH2:24][CH2:23]1. The catalyst is CCOC(C)=O. The product is [CH3:10][C:7]1[N:8]=[CH:9][C:4]([NH:1][C:2](=[O:3])[NH:16][C:17]2[CH:18]=[C:19]([CH:35]=[CH:36][CH:37]=2)[CH2:20][CH2:21][N:22]2[CH2:23][CH2:24][N:25]([C:28]([O:30][C:31]([CH3:33])([CH3:34])[CH3:32])=[O:29])[CH2:26][CH2:27]2)=[CH:5][CH:6]=1. The yield is 0.630. (2) The reactants are CC1(C)[O:6][C@H:5]([CH2:7][C:8]([O:10][CH3:11])=[O:9])[C:4](=[O:12])O1.Cl.[Na+].[Cl-].C1C=CC2N(O)N=NC=2C=1.CCN=C=NCCCN(C)C.[N:38]1([C:44]([O:46][CH2:47][C:48]2[CH:53]=[CH:52][CH:51]=[CH:50][CH:49]=2)=[O:45])[CH2:43][CH2:42][NH:41][CH2:40][CH2:39]1.C(N(CC)CC)C. The catalyst is C1COCC1. The product is [CH2:47]([O:46][C:44]([N:38]1[CH2:43][CH2:42][N:41]([C:4](=[O:12])[C@H:5]([OH:6])[CH2:7][C:8]([O:10][CH3:11])=[O:9])[CH2:40][CH2:39]1)=[O:45])[C:48]1[CH:53]=[CH:52][CH:51]=[CH:50][CH:49]=1. The yield is 0.210. (3) The reactants are [CH3:1][O:2][CH2:3][CH2:4][N:5]1[CH:14]([C:15]2[S:16][CH:17]=[CH:18][CH:19]=2)[CH:13]([C:20](O)=[O:21])[C:12]2[C:7](=[CH:8][C:9]([N+:23]([O-:25])=[O:24])=[CH:10][CH:11]=2)[C:6]1=[O:26].[CH3:27][O:28][C:29]1[CH:30]=[C:31]([CH:33]=[CH:34][CH:35]=1)[NH2:32].N=C=N. The catalyst is ClCCl. The product is [CH3:1][O:2][CH2:3][CH2:4][N:5]1[CH:14]([C:15]2[S:16][CH:17]=[CH:18][CH:19]=2)[CH:13]([C:20]([NH:32][C:31]2[CH:33]=[CH:34][CH:35]=[C:29]([O:28][CH3:27])[CH:30]=2)=[O:21])[C:12]2[C:7](=[CH:8][C:9]([N+:23]([O-:25])=[O:24])=[CH:10][CH:11]=2)[C:6]1=[O:26]. The yield is 0.170. (4) The reactants are CO[C:3]([C:5]1[C:9]([N:10]([C:18]([O:20][CH:21]([CH3:23])[CH3:22])=[O:19])[CH2:11][CH2:12][CH2:13][C:14]([O:16][CH3:17])=[O:15])=[CH:8][S:7][CH:6]=1)=[O:4].CC(C)([O-])C.[K+].Cl. The catalyst is C1(C)C=CC=CC=1. The product is [CH3:17][O:16][C:14]([CH:13]1[CH2:12][CH2:11][N:10]([C:18]([O:20][CH:21]([CH3:22])[CH3:23])=[O:19])[C:9]2=[CH:8][S:7][CH:6]=[C:5]2[C:3]1=[O:4])=[O:15]. The yield is 0.800. (5) The reactants are [CH3:1][O:2][C:3]1[C:10]([C:11]2[S:12][CH:13]=[CH:14][CH:15]=2)=[CH:9][C:6]([CH:7]=O)=[C:5]([O:16][C:17]2[CH:22]=[CH:21][CH:20]=[C:19]([CH3:23])[N:18]=2)[CH:4]=1.[C:24]([C:27]1[CH:32]=[CH:31][C:30]([S:33]([NH2:36])(=[O:35])=[O:34])=[CH:29][CH:28]=1)(=[O:26])[CH3:25].C[O-].[Li+]. The catalyst is CN(C)C=O.CO.O. The product is [CH3:1][O:2][C:3]1[C:10]([C:11]2[S:12][CH:13]=[CH:14][CH:15]=2)=[CH:9][C:6](/[CH:7]=[CH:25]/[C:24]([C:27]2[CH:28]=[CH:29][C:30]([S:33]([NH2:36])(=[O:35])=[O:34])=[CH:31][CH:32]=2)=[O:26])=[C:5]([O:16][C:17]2[CH:22]=[CH:21][CH:20]=[C:19]([CH3:23])[N:18]=2)[CH:4]=1. The yield is 0.820. (6) The reactants are [BH4-].[Na+].[Cl:3][C:4]1[CH:5]=[C:6](/[CH:11]=[CH:12]/[C:13]([O:15][CH2:16][CH3:17])=[O:14])[CH:7]=[CH:8][C:9]=1[F:10]. The catalyst is CO. The product is [Cl:3][C:4]1[CH:5]=[C:6]([CH2:11][CH2:12][C:13]([O:15][CH2:16][CH3:17])=[O:14])[CH:7]=[CH:8][C:9]=1[F:10]. The yield is 0.890.